From a dataset of M1 muscarinic receptor agonist screen with 61,833 compounds. Binary Classification. Given a drug SMILES string, predict its activity (active/inactive) in a high-throughput screening assay against a specified biological target. The compound is O(CCCCCNCCO)c1c(CC)cccc1. The result is 0 (inactive).